Dataset: Full USPTO retrosynthesis dataset with 1.9M reactions from patents (1976-2016). Task: Predict the reactants needed to synthesize the given product. (1) Given the product [CH3:1][N:2]([C:9]1[NH:13][C:12](=[O:14])[O:11][N:10]=1)[CH2:3][C:4]([OH:6])=[O:5], predict the reactants needed to synthesize it. The reactants are: [CH3:1][N:2]([C:9]1[NH:13][C:12](=[O:14])[O:11][N:10]=1)[CH2:3][C:4]([O:6]CC)=[O:5].O1CCCC1.O.[OH-].[Li+]. (2) Given the product [Br:1][C:2]1[C:3]([O:16][CH:12]2[CH2:15][CH2:14][CH2:13]2)=[N:4][CH:5]=[C:6]([CH:10]=1)[C:7]([OH:9])=[O:8], predict the reactants needed to synthesize it. The reactants are: [Br:1][C:2]1[C:3](Cl)=[N:4][CH:5]=[C:6]([CH:10]=1)[C:7]([OH:9])=[O:8].[CH:12]1([OH:16])[CH2:15][CH2:14][CH2:13]1.[OH-].[K+].Cl. (3) Given the product [F:26][C:27]1[CH:28]=[C:29]([C@H:34]([OH:40])[CH2:35][CH2:36][N+:37]([O-:39])=[O:38])[CH:30]=[CH:31][C:32]=1[F:33], predict the reactants needed to synthesize it. The reactants are: B1(C)OC(C2C=CC=CC=2)(C2C=CC=CC=2)[C@@H]2N1CCC2.CSC.B.[F:26][C:27]1[CH:28]=[C:29]([C:34](=[O:40])[CH2:35][CH2:36][N+:37]([O-:39])=[O:38])[CH:30]=[CH:31][C:32]=1[F:33].CO. (4) Given the product [CH3:1][O:2][C:3](=[O:20])[C@@H:4]([N:13]1[C:14]([CH3:19])=[CH:15][CH:16]=[C:17]1[CH3:18])[CH2:5][C:6]1[CH:7]=[CH:8][C:9]([O:12][C:21](=[O:23])[CH3:22])=[CH:10][CH:11]=1, predict the reactants needed to synthesize it. The reactants are: [CH3:1][O:2][C:3](=[O:20])[C@@H:4]([N:13]1[C:17]([CH3:18])=[CH:16][CH:15]=[C:14]1[CH3:19])[CH2:5][C:6]1[CH:11]=[CH:10][C:9]([OH:12])=[CH:8][CH:7]=1.[C:21](Cl)(=[O:23])[CH3:22].N1C(C)=CC=CC=1C.C(OCC)(=O)C.